Task: Predict the reactants needed to synthesize the given product.. Dataset: Full USPTO retrosynthesis dataset with 1.9M reactions from patents (1976-2016) (1) Given the product [CH3:4][NH:5]/[CH:6]=[CH:7]/[C:8]1[CH:15]=[CH:14][CH:13]=[C:12]([N+:16]([O-:18])=[O:17])[C:9]=1[C:10]#[N:11], predict the reactants needed to synthesize it. The reactants are: Cl.CN.[CH3:4][N:5](C)/[CH:6]=[CH:7]/[C:8]1[CH:15]=[CH:14][CH:13]=[C:12]([N+:16]([O-:18])=[O:17])[C:9]=1[C:10]#[N:11]. (2) Given the product [I:3][C:4]1[C@H:5]([OH:35])[C@@H:6]2[O:10][C:9]([CH3:12])([CH3:11])[O:8][C@@H:7]2[C:13]=1[CH2:14][O:15][C:16]([C:23]1[CH:24]=[CH:25][CH:26]=[CH:27][CH:28]=1)([C:17]1[CH:18]=[CH:19][CH:20]=[CH:21][CH:22]=1)[C:29]1[CH:34]=[CH:33][CH:32]=[CH:31][CH:30]=1, predict the reactants needed to synthesize it. The reactants are: CO.[I:3][C:4]1[C:5](=[O:35])[C@@H:6]2[O:10][C:9]([CH3:12])([CH3:11])[O:8][C@@H:7]2[C:13]=1[CH2:14][O:15][C:16]([C:29]1[CH:34]=[CH:33][CH:32]=[CH:31][CH:30]=1)([C:23]1[CH:28]=[CH:27][CH:26]=[CH:25][CH:24]=1)[C:17]1[CH:22]=[CH:21][CH:20]=[CH:19][CH:18]=1.[BH4-].[Na+]. (3) The reactants are: [NH2:1][C:2]1[O:6][CH:5]([C:7]2[CH:12]=[CH:11][C:10]([Cl:13])=[CH:9][CH:8]=2)[C:4](=[O:14])[C:3]=1[OH:15].C(N(CC)CC)C.[C:23]1([O:29][C:30](Cl)=[O:31])[CH:28]=[CH:27][CH:26]=[CH:25][CH:24]=1.[Cl-].[NH4+]. Given the product [Cl:13][C:10]1[CH:9]=[CH:8][C:7]([CH:5]2[C:4](=[O:14])[C:3]([O:15][C:30]([O:29][C:23]3[CH:28]=[CH:27][CH:26]=[CH:25][CH:24]=3)=[O:31])=[C:2]([NH2:1])[O:6]2)=[CH:12][CH:11]=1, predict the reactants needed to synthesize it. (4) The reactants are: [C:1]([O:5][C:6](=[O:43])[CH2:7][C@H:8]([NH:16][S:17]([C:20]1[CH:25]=[CH:24][C:23]([NH:26][C:27](=[O:34])[CH2:28][CH2:29][CH2:30][N:31]([CH3:33])[CH3:32])=[CH:22][C:21]=1[O:35]CC1C=CC=CC=1)(=[O:19])=[O:18])[CH:9]([O:13][CH2:14][CH3:15])[O:10][CH2:11][CH3:12])([CH3:4])([CH3:3])[CH3:2].CCO. Given the product [C:1]([O:5][C:6](=[O:43])[CH2:7][C@H:8]([NH:16][S:17]([C:20]1[CH:25]=[CH:24][C:23]([NH:26][C:27](=[O:34])[CH2:28][CH2:29][CH2:30][N:31]([CH3:33])[CH3:32])=[CH:22][C:21]=1[OH:35])(=[O:19])=[O:18])[CH:9]([O:10][CH2:11][CH3:12])[O:13][CH2:14][CH3:15])([CH3:2])([CH3:4])[CH3:3], predict the reactants needed to synthesize it.